This data is from Forward reaction prediction with 1.9M reactions from USPTO patents (1976-2016). The task is: Predict the product of the given reaction. Given the reactants [CH:1]([NH:4]CC1ON=C(C2C=CC(C)=CC=2)N=1)([CH3:3])[CH3:2].Cl[CH2:19][C:20]1[O:24][N:23]=[C:22]([C:25]2[CH:30]=[CH:29][C:28]([C:31]([F:34])([F:33])[F:32])=[CH:27][CH:26]=2)[N:21]=1.C(N)(C)C.C(=O)([O-])[O-].[K+].[K+], predict the reaction product. The product is: [CH:1]([NH:4][CH2:19][C:20]1[O:24][N:23]=[C:22]([C:25]2[CH:30]=[CH:29][C:28]([C:31]([F:34])([F:33])[F:32])=[CH:27][CH:26]=2)[N:21]=1)([CH3:3])[CH3:2].